From a dataset of Catalyst prediction with 721,799 reactions and 888 catalyst types from USPTO. Predict which catalyst facilitates the given reaction. (1) Reactant: [OH:1][C:2]1[CH:3]=[C:4]([CH2:8][CH2:9][CH2:10][NH:11][C:12]2[N:17]=[C:16]([CH3:18])[C:15]([C:19]([NH:21][C@@H:22]([CH2:26][NH:27][C:28]([C:30]3[S:31][CH:32]=[CH:33][CH:34]=3)=[O:29])[C:23]([OH:25])=[O:24])=[O:20])=[C:14]([CH3:35])[N:13]=2)[CH:5]=[CH:6][CH:7]=1.Cl[CH:37]([O:39][C:40](=[O:44])[CH:41]([CH3:43])[CH3:42])[CH3:38].[I-].[Na+].C(N(CC)CC)C. Product: [C:40]([O:39][CH:37]([O:24][C:23](=[O:25])[C@@H:22]([NH:21][C:19]([C:15]1[C:16]([CH3:18])=[N:17][C:12]([NH:11][CH2:10][CH2:9][CH2:8][C:4]2[CH:5]=[CH:6][CH:7]=[C:2]([OH:1])[CH:3]=2)=[N:13][C:14]=1[CH3:35])=[O:20])[CH2:26][NH:27][C:28]([C:30]1[S:31][CH:32]=[CH:33][CH:34]=1)=[O:29])[CH3:38])(=[O:44])[CH:41]([CH3:43])[CH3:42]. The catalyst class is: 31. (2) Reactant: [F:1][C:2]1[CH:13]=[CH:12][CH:11]=[CH:10][C:3]=1[CH2:4][N:5]([CH2:7][CH2:8]O)[CH3:6].S(Cl)([Cl:16])=O. Product: [F:1][C:2]1[CH:13]=[CH:12][CH:11]=[CH:10][C:3]=1[CH2:4][N:5]([CH2:7][CH2:8][Cl:16])[CH3:6]. The catalyst class is: 11. (3) Reactant: F[C:2]1[CH:3]=[C:4]([CH:7]=[CH:8][CH:9]=1)[C:5]#[N:6].[Cl:10][C:11]1[CH:16]=[CH:15][C:14]([OH:17])=[CH:13][CH:12]=1.C(=O)([O-])[O-].[Cs+].[Cs+].Cl. Product: [Cl:10][C:11]1[CH:16]=[CH:15][C:14]([O:17][C:2]2[CH:3]=[C:4]([CH:7]=[CH:8][CH:9]=2)[C:5]#[N:6])=[CH:13][CH:12]=1. The catalyst class is: 3. (4) Reactant: [N:1]([CH2:4][C@@H:5]([C:7]1[CH:18]=[CH:17][C:10]2[O:11][C:12]([CH3:16])([CH3:15])[O:13][CH2:14][C:9]=2[CH:8]=1)[OH:6])=[N+]=[N-]. Product: [NH2:1][CH2:4][C@@H:5]([C:7]1[CH:18]=[CH:17][C:10]2[O:11][C:12]([CH3:15])([CH3:16])[O:13][CH2:14][C:9]=2[CH:8]=1)[OH:6]. The catalyst class is: 29. (5) Product: [CH3:33][C:32]1[N:28]([CH2:27][C:26]([N:23]2[CH2:24][CH2:25][CH:20]([C:17]3[S:18][CH:19]=[C:15]([C:12](=[N:11][O:10][CH:8]([C:2]4[CH:7]=[CH:6][CH:5]=[CH:4][CH:3]=4)[CH3:9])[CH3:13])[N:16]=3)[CH2:21][CH2:22]2)=[O:38])[N:29]=[C:30]([C:34]([F:37])([F:36])[F:35])[CH:31]=1. Reactant: [Cl-].[C:2]1([CH:8]([O:10][NH3+:11])[CH3:9])[CH:7]=[CH:6][CH:5]=[CH:4][CH:3]=1.[C:12]([C:15]1[N:16]=[C:17]([CH:20]2[CH2:25][CH2:24][N:23]([C:26](=[O:38])[CH2:27][N:28]3[C:32]([CH3:33])=[CH:31][C:30]([C:34]([F:37])([F:36])[F:35])=[N:29]3)[CH2:22][CH2:21]2)[S:18][CH:19]=1)(=O)[CH3:13]. The catalyst class is: 8. (6) Reactant: C([O:3][C:4](=[O:18])[C:5]([C:16]#[N:17])([CH3:15])[CH2:6][O:7][C:8]1[CH:13]=[CH:12][CH:11]=[CH:10][C:9]=1[Cl:14])C.[OH-].[Li+].C(=O)(O)[O-].[Na+].Cl. Product: [Cl:14][C:9]1[CH:10]=[CH:11][CH:12]=[CH:13][C:8]=1[O:7][CH2:6][C:5]([C:16]#[N:17])([CH3:15])[C:4]([OH:18])=[O:3]. The catalyst class is: 125. (7) Reactant: [C:1]([O:5][C:6]([N:8]1[CH2:13][CH2:12][N:11]([C:14]2[CH:15]=[CH:16][C:17]([NH:20][C:21]3[N:22]=[CH:23][C:24]4[C:29]([CH3:30])=[C:28]([C:31]([OH:33])=O)[N:27]([CH:34]5[CH2:38][CH2:37][CH2:36][CH2:35]5)[C:25]=4[N:26]=3)=[N:18][CH:19]=2)[CH2:10][CH2:9]1)=[O:7])([CH3:4])([CH3:3])[CH3:2].CN(C(ON1N=NC2C=CC=CC1=2)=[N+](C)C)C.F[P-](F)(F)(F)(F)F.C1C=NC2N(O)N=NC=2C=1.[C:73]([NH:76][NH2:77])(=[O:75])[CH3:74].C(N(C(C)C)CC)(C)C. Product: [C:1]([O:5][C:6]([N:8]1[CH2:13][CH2:12][N:11]([C:14]2[CH:19]=[N:18][C:17]([NH:20][C:21]3[N:22]=[CH:23][C:24]4[C:29]([CH3:30])=[C:28]([C:31]([NH:77][NH:76][C:73](=[O:75])[CH3:74])=[O:33])[N:27]([CH:34]5[CH2:38][CH2:37][CH2:36][CH2:35]5)[C:25]=4[N:26]=3)=[CH:16][CH:15]=2)[CH2:10][CH2:9]1)=[O:7])([CH3:2])([CH3:3])[CH3:4]. The catalyst class is: 18. (8) Reactant: [Si:1]([O:8][C@H:9]([C@@H:11]([OH:18])/[CH:12]=[CH:13]/[CH2:14][CH2:15][CH2:16][CH3:17])[CH3:10])([C:4]([CH3:7])([CH3:6])[CH3:5])([CH3:3])[CH3:2].[C:19]([Si:23]([CH3:36])([CH3:35])[O:24][C@@H:25](/[CH:29]=[CH:30]/[CH2:31][CH2:32][CH2:33][CH3:34])[C@@H:26]([OH:28])[CH3:27])([CH3:22])([CH3:21])[CH3:20]. Product: [C:4]([Si:1]([CH3:3])([CH3:2])[O:8][C@H:9]([C@@H:11]([OH:18])[CH2:12][CH2:13][CH2:14][CH2:15][CH2:16][CH3:17])[CH3:10])([CH3:5])([CH3:6])[CH3:7].[Si:23]([O:24][C@@H:25]([CH2:29][CH2:30][CH2:31][CH2:32][CH2:33][CH3:34])[C@@H:26]([OH:28])[CH3:27])([C:19]([CH3:22])([CH3:21])[CH3:20])([CH3:36])[CH3:35]. The catalyst class is: 29. (9) Reactant: [I-].[CH3:2][S+](C)(C)=O.[H-].[Na+].[Cl:9][CH2:10][CH2:11][CH2:12][CH2:13][C:14](=[O:16])[CH3:15]. Product: [Cl:9][CH2:10][CH2:11][CH2:12][CH2:13][C:14]1([CH3:2])[O:16][CH2:15]1. The catalyst class is: 16.